This data is from Catalyst prediction with 721,799 reactions and 888 catalyst types from USPTO. The task is: Predict which catalyst facilitates the given reaction. (1) Reactant: [CH3:1][O:2][C:3]1[C:8]([C:9]2[NH:10][C:11]3[C:16]([CH:17]=2)=[CH:15][CH:14]=[CH:13][CH:12]=3)=[CH:7][CH:6]=[CH:5][N:4]=1.[CH2:18]([N:25]1[CH2:30][CH2:29][C:28](=O)[CH2:27][CH2:26]1)[C:19]1[CH:24]=[CH:23][CH:22]=[CH:21][CH:20]=1.OP(O)(O)=O. Product: [CH2:18]([N:25]1[CH2:26][CH:27]=[C:28]([C:17]2[C:16]3[C:11](=[CH:12][CH:13]=[CH:14][CH:15]=3)[NH:10][C:9]=2[C:8]2[C:3]([O:2][CH3:1])=[N:4][CH:5]=[CH:6][CH:7]=2)[CH2:29][CH2:30]1)[C:19]1[CH:24]=[CH:23][CH:22]=[CH:21][CH:20]=1. The catalyst class is: 15. (2) Reactant: [C:1]([C:3]1[CH:4]=[C:5]([OH:9])[CH:6]=[CH:7][CH:8]=1)#[N:2].Br[CH2:11][CH2:12][CH2:13][C:14]([O:16][CH2:17][CH3:18])=[O:15].C([O-])([O-])=O.[K+].[K+]. Product: [C:1]([C:3]1[CH:4]=[C:5]([CH:6]=[CH:7][CH:8]=1)[O:9][CH2:11][CH2:12][CH2:13][C:14]([O:16][CH2:17][CH3:18])=[O:15])#[N:2]. The catalyst class is: 31. (3) Reactant: [C:1]([O:5][C:6]([NH:8][CH2:9][C@H:10]1[CH2:15][CH2:14][C@H:13]([C:16]([NH:18][C@@H:19]([CH2:24][C:25]2[CH:30]=[CH:29][C:28]([C:31]3[CH:36]=[CH:35][C:34]([C:37](=[O:42])[NH:38][CH:39]([CH3:41])[CH3:40])=[CH:33][C:32]=3[CH3:43])=[CH:27][CH:26]=2)[C:20]([O:22]C)=[O:21])=[O:17])[CH2:12][CH2:11]1)=[O:7])([CH3:4])([CH3:3])[CH3:2].O.[OH-].[Li+].Cl.[Cl-].[NH4+]. Product: [C:1]([O:5][C:6]([NH:8][CH2:9][C@H:10]1[CH2:15][CH2:14][C@H:13]([C:16]([NH:18][C@@H:19]([CH2:24][C:25]2[CH:26]=[CH:27][C:28]([C:31]3[CH:36]=[CH:35][C:34]([C:37](=[O:42])[NH:38][CH:39]([CH3:40])[CH3:41])=[CH:33][C:32]=3[CH3:43])=[CH:29][CH:30]=2)[C:20]([OH:22])=[O:21])=[O:17])[CH2:12][CH2:11]1)=[O:7])([CH3:2])([CH3:3])[CH3:4]. The catalyst class is: 30. (4) Reactant: [Cl:1][C:2]1[C:11]([N+:12]([O-])=O)=[CH:10][CH:9]=[CH:8][C:3]=1[C:4]([O:6][CH3:7])=[O:5]. Product: [NH2:12][C:11]1[C:2]([Cl:1])=[C:3]([CH:8]=[CH:9][CH:10]=1)[C:4]([O:6][CH3:7])=[O:5]. The catalyst class is: 94.